This data is from Catalyst prediction with 721,799 reactions and 888 catalyst types from USPTO. The task is: Predict which catalyst facilitates the given reaction. (1) Reactant: Cl.[CH3:2][O:3][C:4]1[CH:5]=[C:6]([C:12]2[C:13]([CH3:25])([CH3:24])[C:14](=[O:23])[N:15]([CH:17]3[CH2:22][CH2:21][NH:20][CH2:19][CH2:18]3)[N:16]=2)[CH:7]=[CH:8][C:9]=1[O:10][CH3:11].[NH:26]1[C:34]2[C:29](=[CH:30][CH:31]=[CH:32][CH:33]=2)[CH:28]=[C:27]1[C:35](O)=[O:36]. Product: [CH3:2][O:3][C:4]1[CH:5]=[C:6]([C:12]2[C:13]([CH3:25])([CH3:24])[C:14](=[O:23])[N:15]([CH:17]3[CH2:22][CH2:21][N:20]([C:35]([C:27]4[NH:26][C:34]5[C:29]([CH:28]=4)=[CH:30][CH:31]=[CH:32][CH:33]=5)=[O:36])[CH2:19][CH2:18]3)[N:16]=2)[CH:7]=[CH:8][C:9]=1[O:10][CH3:11]. The catalyst class is: 3. (2) Reactant: [I-:1].[CH3:2][O:3][C:4]1[CH:5]=[C:6]2[C:11](=[CH:12][CH:13]=1)[N+:10]([CH3:14])=[C:9]([C:15]1[CH:20]=[CH:19][CH:18]=[CH:17][CH:16]=1)[N:8]=[C:7]2SC.[I-].[CH3:24][C:25]1[S:26][C:27]2[CH:34]=[CH:33][CH:32]=[CH:31][C:28]=2[N+:29]=1[CH3:30].C(N(CC)CC)C. Product: [I-:1].[CH3:2][O:3][C:4]1[CH:5]=[C:6]2[C:11](=[CH:12][CH:13]=1)[N:10]([CH3:14])[C:9]([C:15]1[CH:16]=[CH:17][CH:18]=[CH:19][CH:20]=1)=[N:8][C:7]2=[CH:24][C:25]1[S:26][C:27]2[CH:34]=[CH:33][CH:32]=[CH:31][C:28]=2[N+:29]=1[CH3:30]. The catalyst class is: 9. (3) Product: [CH2:38]([N+:3]1[C:4]2[C:9](=[CH:8][C:7]([S:20]([O-:23])(=[O:21])=[O:22])=[CH:6][CH:5]=2)[C:10]([CH3:19])([CH2:11][CH2:12][CH2:13][CH2:14][S:15]([OH:18])(=[O:16])=[O:17])[C:2]=1[CH3:1])[C:39]1[CH:44]=[CH:43][CH:42]=[CH:41][CH:40]=1. The catalyst class is: 370. Reactant: [CH3:1][C:2]1[C:10]([CH3:19])([CH2:11][CH2:12][CH2:13][CH2:14][S:15]([O-:18])(=[O:17])=[O:16])[C:9]2[C:4](=[CH:5][CH:6]=[C:7]([S:20]([O-:23])(=[O:22])=[O:21])[CH:8]=2)[N:3]=1.[Na+].[Na+].C([O-])(=O)C.[Na+].S1(CCCC1)(=O)=O.[CH2:38](Br)[C:39]1[CH:44]=[CH:43][CH:42]=[CH:41][CH:40]=1. (4) Reactant: Cl[CH2:2][O:3][CH3:4].[C:5]([S:9][C:10]1[C:11]2[S:18][CH:17]=[C:16]([C:19]3[CH2:23][CH:22]([CH2:24][OH:25])[C:21](=[O:26])[CH:20]=3)[C:12]=2[N:13]=[CH:14][N:15]=1)([CH3:8])([CH3:7])[CH3:6].C(N(CC)C(C)C)(C)C. Product: [C:5]([S:9][C:10]1[C:11]2[S:18][CH:17]=[C:16]([C:19]3[CH2:23][CH:22]([CH2:24][O:25][CH2:2][O:3][CH3:4])[C:21](=[O:26])[CH:20]=3)[C:12]=2[N:13]=[CH:14][N:15]=1)([CH3:8])([CH3:6])[CH3:7]. The catalyst class is: 4. (5) Reactant: [OH-].[Na+].C([O:5][C:6]([C:8]1[S:23][C:11]2[N:12]=[C:13]([NH2:22])[N:14]=[C:15]([C:16]3[CH:21]=[CH:20][CH:19]=[CH:18][CH:17]=3)[C:10]=2[CH:9]=1)=[O:7])C. Product: [NH2:22][C:13]1[N:14]=[C:15]([C:16]2[CH:17]=[CH:18][CH:19]=[CH:20][CH:21]=2)[C:10]2[CH:9]=[C:8]([C:6]([OH:7])=[O:5])[S:23][C:11]=2[N:12]=1. The catalyst class is: 40. (6) Reactant: [Si:1]([O:8][CH:9]1[CH:14]([NH:15][C:16](=[O:22])[O:17][C:18]([CH3:21])([CH3:20])[CH3:19])[CH2:13][CH2:12][N:11]([C:23]2[CH:28]=[CH:27][N:26]=[CH:25][C:24]=2[N+:29]([O-])=O)[CH2:10]1)([C:4]([CH3:7])([CH3:6])[CH3:5])([CH3:3])[CH3:2]. Product: [NH2:29][C:24]1[CH:25]=[N:26][CH:27]=[CH:28][C:23]=1[N:11]1[CH2:12][CH2:13][CH:14]([NH:15][C:16](=[O:22])[O:17][C:18]([CH3:20])([CH3:21])[CH3:19])[CH:9]([O:8][Si:1]([C:4]([CH3:7])([CH3:6])[CH3:5])([CH3:3])[CH3:2])[CH2:10]1. The catalyst class is: 162. (7) Reactant: [OH:1][C:2]1[CH:11]=[C:10]2[C:5]([CH2:6][C@@H:7]([C:33](=[O:45])[NH:34][C@H:35]3[C:44]4[C:39](=[CH:40][CH:41]=[CH:42][CH:43]=4)[CH2:38][CH2:37][CH2:36]3)[N:8]([C:12](=[O:32])[C@@H:13]([NH:18][C:19](=[O:31])[C@@H:20]([N:22]([CH3:30])[C:23](=[O:29])[O:24][C:25]([CH3:28])([CH3:27])[CH3:26])[CH3:21])[C:14]([CH3:17])([CH3:16])[CH3:15])[CH2:9]2)=[CH:4][CH:3]=1.[O:46](S(C(F)(F)F)(=O)=O)[S:47]([C:50]([F:53])([F:52])[F:51])(=O)=[O:48].N1C=CC=CC=1. Product: [F:51][C:50]([F:53])([F:52])[S:47]([O:1][C:2]1[CH:11]=[C:10]2[C:5]([CH2:6][C@@H:7]([C:33](=[O:45])[NH:34][C@H:35]3[C:44]4[C:39](=[CH:40][CH:41]=[CH:42][CH:43]=4)[CH2:38][CH2:37][CH2:36]3)[N:8]([C:12](=[O:32])[C@@H:13]([NH:18][C:19](=[O:31])[C@@H:20]([N:22]([C:23]([O:24][C:25]([CH3:27])([CH3:28])[CH3:26])=[O:29])[CH3:30])[CH3:21])[C:14]([CH3:15])([CH3:16])[CH3:17])[CH2:9]2)=[CH:4][CH:3]=1)(=[O:48])=[O:46]. The catalyst class is: 2. (8) Reactant: CS(O[CH2:6][CH:7]1[CH2:19][C:18]2[C:17]3[C:12](=[CH:13][CH:14]=[C:15]([O:20][CH3:21])[CH:16]=3)[NH:11][C:10]=2[C:9](=[O:22])[NH:8]1)(=O)=O.[N-:23]=[N+:24]=[N-:25].[Na+]. Product: [N:23]([CH2:6][CH:7]1[CH2:19][C:18]2[C:17]3[C:12](=[CH:13][CH:14]=[C:15]([O:20][CH3:21])[CH:16]=3)[NH:11][C:10]=2[C:9](=[O:22])[NH:8]1)=[N+:24]=[N-:25]. The catalyst class is: 9. (9) Reactant: [N:1]1([CH2:13][C:14]([NH2:16])=O)[C:10]2[C:5](=[CH:6][CH:7]=[CH:8][CH:9]=2)[C:4]2([CH2:12][CH2:11]2)[CH2:3][CH2:2]1.CO.Cl. Product: [N:1]1([CH2:13][CH2:14][NH2:16])[C:10]2[C:5](=[CH:6][CH:7]=[CH:8][CH:9]=2)[C:4]2([CH2:12][CH2:11]2)[CH2:3][CH2:2]1. The catalyst class is: 56.